This data is from Full USPTO retrosynthesis dataset with 1.9M reactions from patents (1976-2016). The task is: Predict the reactants needed to synthesize the given product. Given the product [Br:1][C:2]1[CH:7]=[CH:6][C:5]([O:8][CH:24]([F:29])[F:28])=[C:4]([CH2:9][CH2:10][OH:11])[CH:3]=1, predict the reactants needed to synthesize it. The reactants are: [Br:1][C:2]1[CH:7]=[CH:6][C:5]([OH:8])=[C:4]([CH2:9][CH2:10][OH:11])[CH:3]=1.CN(C=O)C.C(=O)([O-])[O-].[K+].[K+].Cl[C:24]([F:29])([F:28])C([O-])=O.[Na+].